This data is from Forward reaction prediction with 1.9M reactions from USPTO patents (1976-2016). The task is: Predict the product of the given reaction. (1) Given the reactants C(=O)([O-])[O-].[K+].[K+].[CH2:7](Br)[C:8]1[CH:13]=[CH:12][CH:11]=[CH:10][CH:9]=1.Cl.[NH2:16][C@H:17]([CH3:22])[C:18]([O:20][CH3:21])=[O:19], predict the reaction product. The product is: [CH3:21][O:20][C:18](=[O:19])[C@H:17]([N:16]([CH2:7][C:8]1[CH:13]=[CH:12][CH:11]=[CH:10][CH:9]=1)[CH2:7][C:8]1[CH:13]=[CH:12][CH:11]=[CH:10][CH:9]=1)[CH3:22]. (2) Given the reactants [F:1][C:2]1[CH:12]=[CH:11][C:5]([CH:6]=[CH:7][C:8](O)=[O:9])=[CH:4][CH:3]=1.C[N:14](C=O)C.C(Cl)(=O)C(Cl)=O.N, predict the reaction product. The product is: [F:1][C:2]1[CH:12]=[CH:11][C:5](/[CH:6]=[CH:7]/[C:8]([NH2:14])=[O:9])=[CH:4][CH:3]=1. (3) Given the reactants Cl[C:2]1[CH:3]=[C:4]([N+:14]([O-:16])=[O:15])[C:5]([N:8]2[CH2:13][CH2:12][O:11][CH2:10][CH2:9]2)=[N:6][CH:7]=1.[CH3:17][CH:18]1[O:23][CH2:22][CH2:21][NH:20][CH2:19]1.C1(P(C2CCCCC2)C2(C(C)C)CC(C(C)C)=CC(C(C)C)=C2C2C=CC=CC=2)CCCCC1.CC([O-])(C)C.[Na+].C1(C)C=CC=CC=1, predict the reaction product. The product is: [CH3:17][C@@H:18]1[O:23][CH2:22][CH2:21][N:20]([C:2]2[CH:7]=[N:6][C:5]([N:8]3[CH2:13][CH2:12][O:11][CH2:10][CH2:9]3)=[C:4]([N+:14]([O-:16])=[O:15])[CH:3]=2)[CH2:19]1.[CH3:17][C@H:18]1[O:23][CH2:22][CH2:21][N:20]([C:2]2[CH:7]=[N:6][C:5]([N:8]3[CH2:13][CH2:12][O:11][CH2:10][CH2:9]3)=[C:4]([N+:14]([O-:16])=[O:15])[CH:3]=2)[CH2:19]1.